From a dataset of Full USPTO retrosynthesis dataset with 1.9M reactions from patents (1976-2016). Predict the reactants needed to synthesize the given product. (1) Given the product [N:18]1([C:16]2[N:17]=[C:11]3[CH:10]=[C:9]([NH:8][C:7]([C:6]4[N:2]([CH3:1])[N:3]=[CH:4][C:5]=4[C:25]([N:32]4[CH2:33][CH:30]([F:29])[CH2:31]4)=[O:26])=[O:24])[CH:14]=[CH:13][N:12]3[N:15]=2)[CH2:23][CH2:22][O:21][CH2:20][CH2:19]1, predict the reactants needed to synthesize it. The reactants are: [CH3:1][N:2]1[C:6]([C:7](=[O:24])[NH:8][C:9]2[CH:14]=[CH:13][N:12]3[N:15]=[C:16]([N:18]4[CH2:23][CH2:22][O:21][CH2:20][CH2:19]4)[N:17]=[C:11]3[CH:10]=2)=[C:5]([C:25](O)=[O:26])[CH:4]=[N:3]1.Cl.[F:29][CH:30]1[CH2:33][NH:32][CH2:31]1.C(N(C(C)C)C(C)C)C.CCCP1(OP(CCC)(=O)OP(CCC)(=O)O1)=O. (2) Given the product [Si:19]([O:26][CH2:27][CH2:28][NH:29][C:30]1[CH:31]=[CH:32][C:33]([NH:36][C:16]([C:11]2[C:10]([NH:9][C:7]([C:5]3[S:6][C:2]([Cl:1])=[CH:3][CH:4]=3)=[O:8])=[CH:15][CH:14]=[CH:13][N:12]=2)=[O:18])=[CH:34][CH:35]=1)([C:22]([CH3:25])([CH3:24])[CH3:23])([CH3:21])[CH3:20], predict the reactants needed to synthesize it. The reactants are: [Cl:1][C:2]1[S:6][C:5]([C:7]([NH:9][C:10]2[C:11]([C:16]([OH:18])=O)=[N:12][CH:13]=[CH:14][CH:15]=2)=[O:8])=[CH:4][CH:3]=1.[Si:19]([O:26][CH2:27][CH2:28][NH:29][C:30]1[CH:35]=[CH:34][C:33]([NH2:36])=[CH:32][CH:31]=1)([C:22]([CH3:25])([CH3:24])[CH3:23])([CH3:21])[CH3:20].CN(C(ON1N=NC2C=CC=CC1=2)=[N+](C)C)C.[B-](F)(F)(F)F.C(N(CC)C(C)C)(C)C. (3) Given the product [CH3:1][C:2]1[CH:14]=[C:13]([CH2:15][N:16]([CH2:33][CH2:34][CH2:35][CH2:36][CH3:37])[C:17]2[CH:18]=[C:19]([C:23]3[CH:28]=[CH:27][C:26]([C:29]([F:30])([F:31])[F:32])=[CH:25][CH:24]=3)[CH:20]=[CH:21][CH:22]=2)[CH:12]=[CH:11][C:3]=1[O:4][CH2:5][C:6]([OH:8])=[O:7], predict the reactants needed to synthesize it. The reactants are: [CH3:1][C:2]1[CH:14]=[C:13]([CH2:15][N:16]([CH2:33][CH2:34][CH2:35][CH2:36][CH3:37])[C:17]2[CH:18]=[C:19]([C:23]3[CH:28]=[CH:27][C:26]([C:29]([F:32])([F:31])[F:30])=[CH:25][CH:24]=3)[CH:20]=[CH:21][CH:22]=2)[CH:12]=[CH:11][C:3]=1[O:4][CH2:5][C:6]([O:8]CC)=[O:7].[OH-].[Na+]. (4) Given the product [CH2:1]([N:8]1[CH2:13][CH2:12][CH:11]([C:14]([NH:16][C:17]2[CH:22]=[CH:21][C:20]([CH2:23][NH:24][C:25]3[C:34]4[C:29](=[C:30]([CH3:35])[CH:31]=[CH:32][CH:33]=4)[N:28]=[C:27]([N:38]([CH3:39])[CH3:37])[N:26]=3)=[CH:19][CH:18]=2)=[O:15])[CH2:10][CH2:9]1)[C:2]1[CH:7]=[CH:6][CH:5]=[CH:4][CH:3]=1, predict the reactants needed to synthesize it. The reactants are: [CH2:1]([N:8]1[CH2:13][CH2:12][CH:11]([C:14]([NH:16][C:17]2[CH:22]=[CH:21][C:20]([CH2:23][NH:24][C:25]3[C:34]4[C:29](=[C:30]([CH3:35])[CH:31]=[CH:32][CH:33]=4)[N:28]=[C:27](Cl)[N:26]=3)=[CH:19][CH:18]=2)=[O:15])[CH2:10][CH2:9]1)[C:2]1[CH:7]=[CH:6][CH:5]=[CH:4][CH:3]=1.[CH3:37][NH:38][CH3:39]. (5) Given the product [NH2:2][CH2:1][C:3]1[CH:8]=[CH:7][CH:6]=[CH:5][C:4]=1[N:9]([CH3:14])[S:10]([CH3:13])(=[O:12])=[O:11], predict the reactants needed to synthesize it. The reactants are: [C:1]([C:3]1[CH:8]=[CH:7][CH:6]=[CH:5][C:4]=1[N:9]([CH3:14])[S:10]([CH3:13])(=[O:12])=[O:11])#[N:2].N. (6) Given the product [CH3:11][C:10]1[C:4]2[N:3]=[C:2]([S:1][CH2:14][C:15]3[CH:21]=[CH:20][CH:19]=[CH:18][C:16]=3[NH2:17])[NH:6][C:5]=2[CH:7]=[CH:8][CH:9]=1, predict the reactants needed to synthesize it. The reactants are: [SH:1][C:2]1[NH:3][C:4]2[C:10]([CH3:11])=[CH:9][CH:8]=[CH:7][C:5]=2[N:6]=1.Cl.Cl[CH2:14][C:15]1[CH:21]=[CH:20][CH:19]=[CH:18][C:16]=1[NH2:17].